This data is from Reaction yield outcomes from USPTO patents with 853,638 reactions. The task is: Predict the reaction yield, written as a fraction of the theoretical maximum amount of product (1.0 means a 100% yield; for example, 0.34 means a 34% yield). (1) The reactants are CC[N:3](C(C)C)C(C)C.[Cl:10][C:11]1[CH:19]=[CH:18][C:17]([C:20]2[S:24][CH:23]=[N:22][CH:21]=2)=[CH:16][C:12]=1[C:13](O)=[O:14].ClC(OC(C)C)=O.N. The catalyst is C1COCC1. The product is [Cl:10][C:11]1[CH:19]=[CH:18][C:17]([C:20]2[S:24][CH:23]=[N:22][CH:21]=2)=[CH:16][C:12]=1[C:13]([NH2:3])=[O:14]. The yield is 0.610. (2) The reactants are [CH3:1][O:2][C:3]1[CH:8]=[C:7]([CH3:9])[C:6]([NH:10][C:11](=[O:17])[O:12][C:13]([CH3:16])([CH3:15])[CH3:14])=[C:5]([CH3:18])[C:4]=1[CH3:19].C([O-])(=O)C.[Na+].[Br:25]Br.O. The catalyst is C(O)(=O)C. The product is [Br:25][C:8]1[C:7]([CH3:9])=[C:6]([NH:10][C:11](=[O:17])[O:12][C:13]([CH3:14])([CH3:15])[CH3:16])[C:5]([CH3:18])=[C:4]([CH3:19])[C:3]=1[O:2][CH3:1]. The yield is 0.910. (3) The reactants are CO[C:3](=[O:24])[C:4]1[CH:9]=[CH:8][C:7]([O:10][CH2:11][C:12]2[C:13]([C:18]3[CH:23]=[CH:22][CH:21]=[CH:20][N:19]=3)=[N:14][O:15][C:16]=2[CH3:17])=[N:6][CH:5]=1.[CH:25]([NH2:28])([CH3:27])[CH3:26]. No catalyst specified. The product is [CH:25]([NH:28][C:3](=[O:24])[C:4]1[CH:9]=[CH:8][C:7]([O:10][CH2:11][C:12]2[C:13]([C:18]3[CH:23]=[CH:22][CH:21]=[CH:20][N:19]=3)=[N:14][O:15][C:16]=2[CH3:17])=[N:6][CH:5]=1)([CH3:27])[CH3:26]. The yield is 0.920. (4) The catalyst is C(Cl)Cl.CN(C=O)C. The product is [Cl:1][C:2]1[C:3]([NH:20][CH:21]2[CH2:22][CH:23]3[CH2:27][N:26]([C:32](=[O:33])[CH2:31][C:29]#[N:30])[CH2:25][CH:24]3[CH2:28]2)=[N:4][C:5]([NH:8][C:9]2[CH:10]=[CH:11][C:12]3[C:16]([CH:17]=2)=[N:15][N:14]([CH3:18])[C:13]=3[CH3:19])=[N:6][CH:7]=1. The reactants are [Cl:1][C:2]1[C:3]([NH:20][CH:21]2[CH2:28][CH:24]3[CH2:25][NH:26][CH2:27][CH:23]3[CH2:22]2)=[N:4][C:5]([NH:8][C:9]2[CH:10]=[CH:11][C:12]3[C:16]([CH:17]=2)=[N:15][N:14]([CH3:18])[C:13]=3[CH3:19])=[N:6][CH:7]=1.[C:29]([CH2:31][C:32](O)=[O:33])#[N:30].CN(C(ON1N=NC2C=CC=NC1=2)=[N+](C)C)C.F[P-](F)(F)(F)(F)F.CCN(CC)CC. The yield is 0.870. (5) The reactants are [C:1]([O:5][C:6]([NH:8][CH2:9][C:10]1[C:11]([CH2:27][CH:28]([CH3:30])[CH3:29])=[N:12][C:13]([CH3:26])=[C:14]([C:18]=1[C:19]1[CH:24]=[CH:23][C:22]([CH3:25])=[CH:21][CH:20]=1)[C:15]([OH:17])=[O:16])=[O:7])([CH3:4])([CH3:3])[CH3:2].I[CH2:32][C:33]([NH2:35])=[O:34].C(=O)([O-])[O-].[K+].[K+]. The catalyst is CN(C)C=O.C(OCC)(=O)C. The product is [C:1]([O:5][C:6]([NH:8][CH2:9][C:10]1[C:11]([CH2:27][CH:28]([CH3:30])[CH3:29])=[N:12][C:13]([CH3:26])=[C:14]([C:18]=1[C:19]1[CH:24]=[CH:23][C:22]([CH3:25])=[CH:21][CH:20]=1)[C:15]([O:17][CH2:32][C:33]([NH2:35])=[O:34])=[O:16])=[O:7])([CH3:4])([CH3:3])[CH3:2]. The yield is 0.990. (6) The reactants are Cl.[O:2]=[C:3]([C:9]1[CH:14]=[CH:13][CH:12]=[CH:11][CH:10]=1)[CH2:4][CH2:5][C:6]([OH:8])=O.[CH2:15]([C@H:22]1[CH2:26][NH:25][C@H:24]([C:27]([NH:29][C:30]2[CH:35]=[CH:34][C:33]([O:36][C:37]3[CH:42]=[CH:41][C:40]([F:43])=[CH:39][CH:38]=3)=[CH:32][CH:31]=2)=[O:28])[CH2:23]1)[C:16]1[CH:21]=[CH:20][CH:19]=[CH:18][CH:17]=1. No catalyst specified. The product is [CH2:15]([C@H:22]1[CH2:26][N:25]([C:6](=[O:8])[CH2:5][CH2:4][C:3](=[O:2])[C:9]2[CH:14]=[CH:13][CH:12]=[CH:11][CH:10]=2)[C@H:24]([C:27]([NH:29][C:30]2[CH:35]=[CH:34][C:33]([O:36][C:37]3[CH:38]=[CH:39][C:40]([F:43])=[CH:41][CH:42]=3)=[CH:32][CH:31]=2)=[O:28])[CH2:23]1)[C:16]1[CH:17]=[CH:18][CH:19]=[CH:20][CH:21]=1. The yield is 0.397. (7) The reactants are [CH2:1]([O:8][C:9]1[C:18](=[O:19])[N:17]2[C:12]([CH2:13][O:14][CH2:15][CH2:16]2)=[N:11][C:10]=1[C:20]([O:22]CC)=[O:21])[C:2]1[CH:7]=[CH:6][CH:5]=[CH:4][CH:3]=1.[OH-].[Na+].Cl.C(OCC)(=O)C. The catalyst is C(O)C. The product is [CH2:1]([O:8][C:9]1[C:18](=[O:19])[N:17]2[C:12]([CH2:13][O:14][CH2:15][CH2:16]2)=[N:11][C:10]=1[C:20]([OH:22])=[O:21])[C:2]1[CH:3]=[CH:4][CH:5]=[CH:6][CH:7]=1. The yield is 0.960. (8) The reactants are [H-].[Na+].[Br:3][C:4]1[CH:13]=[C:12]2[C:7]([CH2:8][CH2:9][CH:10]([C:15]([O:17][CH2:18][CH3:19])=[O:16])[C:11]2=[O:14])=[CH:6][CH:5]=1.Br[CH2:21][CH:22]1[CH2:27][CH2:26][N:25]([C:28]([O:30][C:31]([CH3:34])([CH3:33])[CH3:32])=[O:29])[CH2:24][CH2:23]1. The catalyst is CN(C=O)C. The product is [Br:3][C:4]1[CH:13]=[C:12]2[C:7]([CH2:8][CH2:9][C:10]([CH2:21][CH:22]3[CH2:27][CH2:26][N:25]([C:28]([O:30][C:31]([CH3:32])([CH3:34])[CH3:33])=[O:29])[CH2:24][CH2:23]3)([C:15]([O:17][CH2:18][CH3:19])=[O:16])[C:11]2=[O:14])=[CH:6][CH:5]=1. The yield is 0.290. (9) The reactants are Cl[C:2]1[C:11]2[C:6](=[CH:7][CH:8]=[CH:9][CH:10]=2)[CH:5]=[C:4]([Cl:12])[N:3]=1.C([Sn](CCCC)(CCCC)[C:18]([O:20][CH2:21][CH3:22])=[CH2:19])CCC. No catalyst specified. The product is [Cl:12][C:4]1[N:3]=[C:2]([C:18]([O:20][CH2:21][CH3:22])=[CH2:19])[C:11]2[C:6]([CH:5]=1)=[CH:7][CH:8]=[CH:9][CH:10]=2. The yield is 0.560.